This data is from Full USPTO retrosynthesis dataset with 1.9M reactions from patents (1976-2016). The task is: Predict the reactants needed to synthesize the given product. (1) Given the product [CH3:30][CH:29]([CH3:31])[CH2:28][C@H:26]([NH:27][C:15]([C:13]1[CH:12]=[CH:11][CH:10]=[C:9]([CH:8]([C:5]2[CH:4]=[CH:3][C:2]([F:1])=[CH:7][CH:6]=2)[OH:18])[N:14]=1)=[O:17])[C:23]1[N:22]=[C:21]([CH3:20])[O:25][N:24]=1, predict the reactants needed to synthesize it. The reactants are: [F:1][C:2]1[CH:7]=[CH:6][C:5]([CH:8]([OH:18])[C:9]2[N:14]=[C:13]([C:15]([OH:17])=O)[CH:12]=[CH:11][CH:10]=2)=[CH:4][CH:3]=1.Cl.[CH3:20][C:21]1[O:25][N:24]=[C:23]([C@H:26]([CH2:28][CH:29]([CH3:31])[CH3:30])[NH2:27])[N:22]=1.C(OC(N[C@@H](CC(C)C)C(O)=O)=O)(C)(C)C. (2) Given the product [N:1]1[C:10]2[C:5](=[CH:6][CH:7]=[CH:8][CH:9]=2)[CH:4]=[C:3](/[CH:11]=[CH:26]/[C:24]([O:23][CH3:22])=[O:25])[CH:2]=1, predict the reactants needed to synthesize it. The reactants are: [N:1]1[C:10]2[C:5](=[CH:6][CH:7]=[CH:8][CH:9]=2)[CH:4]=[C:3]([CH:11]=O)[CH:2]=1.C1(C)C=CC=CC=1.O.C[CH2:22][O:23][C:24]([CH3:26])=[O:25]. (3) Given the product [CH3:1][O:2][C:3](=[O:4])[CH2:5][C:6]1[N:24]=[C:10]([C:11]2[CH:12]=[N:13][C:14]([Cl:17])=[CH:15][CH:16]=2)[O:9][C:7]=1[CH3:8], predict the reactants needed to synthesize it. The reactants are: [CH3:1][O:2][C:3]([CH2:5][C:6](=O)[CH:7]([O:9][C:10](=O)[C:11]1[CH:16]=[CH:15][C:14]([Cl:17])=[N:13][CH:12]=1)[CH3:8])=[O:4].C([O-])(=O)C.[NH4+:24]. (4) Given the product [Br:23][C:24]1[CH:30]=[CH:29][C:27]([NH:28][C:7]2[C:11]3[CH:12]=[N:13][CH:14]=[CH:15][C:10]=3[O:9][C:8]=2[C:16]([O:18][CH2:19][CH3:20])=[O:17])=[C:26]([F:31])[CH:25]=1, predict the reactants needed to synthesize it. The reactants are: FC(F)(F)S(O[C:7]1[C:11]2[CH:12]=[N:13][CH:14]=[CH:15][C:10]=2[O:9][C:8]=1[C:16]([O:18][CH2:19][CH3:20])=[O:17])(=O)=O.[Br:23][C:24]1[CH:30]=[CH:29][C:27]([NH2:28])=[C:26]([F:31])[CH:25]=1.CC1(C)C2C(=C(P(C3C=CC=CC=3)C3C=CC=CC=3)C=CC=2)OC2C(P(C3C=CC=CC=3)C3C=CC=CC=3)=CC=CC1=2.[O-]P([O-])([O-])=O.[K+].[K+].[K+]. (5) The reactants are: [Cl:1][C:2]1[CH:10]=[CH:9][C:8]([C:11]2[CH:12]=[CH:13][C:14]([C:46]#[C:47][CH:48]3[CH2:52][CH2:51][CH2:50][N:49]3C(OC(C)(C)C)=O)=[N:15][C:16]=2[C@@H:17]([NH:27][C:28](=[O:45])[CH2:29][N:30]2[C:34]3[C:35]([F:40])([F:39])[C@@H:36]4[CH2:38][C@@H:37]4[C:33]=3[C:32]([C:41]([F:44])([F:43])[F:42])=[N:31]2)[CH2:18][C:19]2[CH:24]=[C:23]([F:25])[CH:22]=[C:21]([F:26])[CH:20]=2)=[C:7]2[C:3]=1[C:4]([NH:61][S:62]([CH3:65])(=[O:64])=[O:63])=[N:5][N:6]2[CH3:60].C(O)(C(F)(F)F)=O. Given the product [Cl:1][C:2]1[CH:10]=[CH:9][C:8]([C:11]2[C:16]([C@@H:17]([NH:27][C:28](=[O:45])[CH2:29][N:30]3[C:34]4[C:35]([F:40])([F:39])[C@@H:36]5[CH2:38][C@@H:37]5[C:33]=4[C:32]([C:41]([F:42])([F:44])[F:43])=[N:31]3)[CH2:18][C:19]3[CH:24]=[C:23]([F:25])[CH:22]=[C:21]([F:26])[CH:20]=3)=[N:15][C:14]([C:46]#[C:47][CH:48]3[CH2:52][CH2:51][CH2:50][NH:49]3)=[CH:13][CH:12]=2)=[C:7]2[C:3]=1[C:4]([NH:61][S:62]([CH3:65])(=[O:64])=[O:63])=[N:5][N:6]2[CH3:60], predict the reactants needed to synthesize it. (6) Given the product [CH3:33][C:32]1[N:29]=[C:28]([N:25]2[CH2:24][CH2:23][CH:22]([O:21][CH2:20][C:17]3[CH:18]=[N:19][C:14]([N:10]4[C:11]5[C:7](=[CH:6][C:5]([S:2]([CH3:1])(=[O:3])=[O:4])=[CH:13][CH:12]=5)[CH:8]=[CH:9]4)=[CH:15][CH:16]=3)[CH2:27][CH2:26]2)[O:30][N:31]=1, predict the reactants needed to synthesize it. The reactants are: [CH3:1][S:2]([C:5]1[CH:6]=[C:7]2[C:11](=[CH:12][CH:13]=1)[N:10]([C:14]1[N:19]=[CH:18][C:17]([CH2:20][O:21][CH:22]3[CH2:27][CH2:26][N:25]([C:28]#[N:29])[CH2:24][CH2:23]3)=[CH:16][CH:15]=1)[CH:9]=[CH:8]2)(=[O:4])=[O:3].[OH:30][NH:31][C:32](=N)[CH3:33]. (7) Given the product [C:20](=[O:21])([O:19][CH2:18][C:3]1[CH:4]=[CH:5][CH:6]=[C:7]([CH:45]2[CH2:46][CH2:41][NH:42][CH2:43][CH2:44]2)[CH:8]=1)[NH2:22], predict the reactants needed to synthesize it. The reactants are: C(=O)([O-])O[C:3]1[CH:8]=[CH:7][C:6]([N+]([O-])=O)=[CH:5][CH:4]=1.Cl.C[Si](C)(C)C[CH2:18][O:19][C:20]([N:22]1CCC(C2C=CC=C(CN)C=2)CC1)=[O:21].CN([C:41]1[CH:46]=[CH:45][CH:44]=[CH:43][N:42]=1)C.C(N(C(C)C)CC)(C)C.